This data is from Forward reaction prediction with 1.9M reactions from USPTO patents (1976-2016). The task is: Predict the product of the given reaction. (1) Given the reactants [F:1][C:2]1[C:3]([C:19]([C:22]2[N:26]3[N:27]=[C:28]([C:31]4[CH:32]=[N:33][N:34]([CH3:36])[CH:35]=4)[CH:29]=[CH:30][C:25]3=[N:24][CH:23]=2)(O)[CH3:20])=[CH:4][C:5]2[C:9]([CH:10]=1)=[N:8][N:7](COCC[Si](C)(C)C)[CH:6]=2.FC1C=C2C(C=NN2COCC[Si](C)(C)C)=CC=1C(C1N2N=C(C3C=NN(C)C=3)C=CC2=NC=1)(O)C.II.O[PH2]=O, predict the reaction product. The product is: [F:1][C:2]1[CH:10]=[C:9]2[C:5]([CH:6]=[N:7][NH:8]2)=[CH:4][C:3]=1[CH:19]([C:22]1[N:26]2[N:27]=[C:28]([C:31]3[CH:32]=[N:33][N:34]([CH3:36])[CH:35]=3)[CH:29]=[CH:30][C:25]2=[N:24][CH:23]=1)[CH3:20]. (2) Given the reactants [CH2:1]([O:3][C:4](=[O:30])[CH2:5][C:6]([C:9]1[CH:14]=[CH:13][C:12]([C:15]2[CH:20]=[CH:19][C:18]([C:21]([OH:23])=O)=[CH:17][CH:16]=2)=[C:11]([O:24][CH2:25][CH2:26][CH2:27][O:28][CH3:29])[CH:10]=1)([CH3:8])[CH3:7])[CH3:2].CCN=C=NCCCN(C)C.Cl.C1C=CC2N(O)N=NC=2C=1.C(N(C(C)C)CC)(C)C.[CH3:62][N:63]1[CH2:68][CH2:67][NH:66][CH2:65][CH2:64]1, predict the reaction product. The product is: [CH3:29][O:28][CH2:27][CH2:26][CH2:25][O:24][C:11]1[CH:10]=[C:9]([C:6]([CH3:7])([CH3:8])[CH2:5][C:4]([O:3][CH2:1][CH3:2])=[O:30])[CH:14]=[CH:13][C:12]=1[C:15]1[CH:16]=[CH:17][C:18]([C:21]([N:66]2[CH2:67][CH2:68][N:63]([CH3:62])[CH2:64][CH2:65]2)=[O:23])=[CH:19][CH:20]=1. (3) Given the reactants [N+:1]([C:4]1[CH:5]=[CH:6][C:7]([C:11]([F:17])([F:16])[C:12]([F:15])([F:14])[F:13])=[C:8]([OH:10])[CH:9]=1)([O-:3])=[O:2].[CH:35]1[CH:36]=[CH:31]C(P([C:31]2[CH:36]=[CH:35][CH:34]=[CH:33]C=2)[C:35]2[CH:36]=[CH:31]C=[CH:33][CH:34]=2)=[CH:33][CH:34]=1.[CH3:49][CH:48]([O:47][C:45](/[N:44]=[N:44]/[C:45]([O:47][CH:48]([CH3:50])[CH3:49])=[O:46])=[O:46])[CH3:50].[CH2:51]1COCC1, predict the reaction product. The product is: [C:48]([O:47][C:45]([N:44]1[CH2:33][CH2:34][CH2:35][C@H:36]1[CH2:31][O:10][C:8]1[CH:9]=[C:4]([N+:1]([O-:3])=[O:2])[CH:5]=[CH:6][C:7]=1[C:11]([F:16])([F:17])[C:12]([F:13])([F:14])[F:15])=[O:46])([CH3:50])([CH3:51])[CH3:49]. (4) Given the reactants [CH:1]([N:4]1[C:12]2[CH:11]=[C:10]([NH:13][C:14]3[CH:19]=[CH:18][N:17]=[C:16]([N:20]4[CH2:24][CH2:23][C:22]([CH3:28])([C:25]([OH:27])=O)[CH2:21]4)[N:15]=3)[N:9]=[CH:8][C:7]=2[N:6]=[C:5]1[CH3:29])([CH3:3])[CH3:2].[Cl-].[NH4+].C([N:35](CC)C(C)C)(C)C.F[P-](F)(F)(F)(F)F.CN(C(N(C)C)=[N+]1C2C(=NC=CC=2)[N+]([O-])=N1)C, predict the reaction product. The product is: [CH:1]([N:4]1[C:12]2[CH:11]=[C:10]([NH:13][C:14]3[CH:19]=[CH:18][N:17]=[C:16]([N:20]4[CH2:24][CH2:23][C:22]([CH3:28])([C:25]([NH2:35])=[O:27])[CH2:21]4)[N:15]=3)[N:9]=[CH:8][C:7]=2[N:6]=[C:5]1[CH3:29])([CH3:2])[CH3:3]. (5) Given the reactants [N:1]1[C:10]2[C:5](=[CH:6][CH:7]=[CH:8][CH:9]=2)[CH:4]=[CH:3][C:2]=1[NH:11][CH2:12][CH2:13][CH2:14][NH2:15].[C:16]([C:19]1[CH:23]=[CH:22][S:21][CH:20]=1)(=O)[CH3:17], predict the reaction product. The product is: [N:1]1[C:10]2[C:5](=[CH:6][CH:7]=[CH:8][CH:9]=2)[CH:4]=[CH:3][C:2]=1[NH:11][CH2:12][CH2:13][CH2:14][NH:15][CH:16]([C:19]1[CH:23]=[CH:22][S:21][CH:20]=1)[CH3:17].